Dataset: Reaction yield outcomes from USPTO patents with 853,638 reactions. Task: Predict the reaction yield, written as a fraction of the theoretical maximum amount of product (1.0 means a 100% yield; for example, 0.34 means a 34% yield). (1) The reactants are [Al+3].[Cl-].[Cl-].[Cl-].[H-].[H-].[H-].[H-].[Li+].[Al+3].[CH3:11][C@@H:12]1[CH2:40][O:39][C@@:15]2([O:19][C@H:18]3[CH2:20][C@H:21]4[C@@H:26]5[CH2:27][CH2:28][C@@H:29]6[CH2:34][C@@H:33]([OH:35])[CH2:32][CH2:31][C@:30]6([CH3:36])[C@H:25]5[CH2:24][CH2:23][C@:22]4([CH3:37])[C@H:17]3[C@@H:16]2[CH3:38])[CH2:14][CH2:13]1. The catalyst is CCOCC.CO.C(Cl)Cl. The product is [CH3:38][CH:16]1[CH:17]2[C:22]3([CH3:37])[CH:21]([CH2:20][CH:18]2[O:19][CH:15]1[CH2:14][CH2:13][CH:12]([CH2:40][OH:39])[CH3:11])[CH:26]1[CH2:27][CH2:28][CH:29]2[CH2:34][CH:33]([OH:35])[CH2:32][CH2:31][C:30]2([CH3:36])[CH:25]1[CH2:24][CH2:23]3. The yield is 0.380. (2) The reactants are C(OC([N:8]1[CH2:13][CH2:12][C:11]2[N:14]([CH2:25][CH:26]([OH:42])[CH2:27][N:28]3[CH2:33][CH2:32][N:31]([C:34]4[CH:39]=[CH:38][CH:37]=[CH:36][C:35]=4[C:40]#[N:41])[CH2:30][CH2:29]3)[N:15]=[C:16]([C:17]3[CH:22]=[CH:21][C:20]([Cl:23])=[C:19]([CH3:24])[CH:18]=3)[C:10]=2[CH2:9]1)=O)(C)(C)C.C(Cl)Cl. The catalyst is FC(F)(F)C(O)=O. The product is [Cl:23][C:20]1[CH:21]=[CH:22][C:17]([C:16]2[C:10]3[CH2:9][NH:8][CH2:13][CH2:12][C:11]=3[N:14]([CH2:25][CH:26]([OH:42])[CH2:27][N:28]3[CH2:33][CH2:32][N:31]([C:34]4[CH:39]=[CH:38][CH:37]=[CH:36][C:35]=4[C:40]#[N:41])[CH2:30][CH2:29]3)[N:15]=2)=[CH:18][C:19]=1[CH3:24]. The yield is 0.990.